This data is from NCI-60 drug combinations with 297,098 pairs across 59 cell lines. The task is: Regression. Given two drug SMILES strings and cell line genomic features, predict the synergy score measuring deviation from expected non-interaction effect. (1) Drug 1: CC12CCC3C(C1CCC2O)C(CC4=C3C=CC(=C4)O)CCCCCCCCCS(=O)CCCC(C(F)(F)F)(F)F. Drug 2: COCCOC1=C(C=C2C(=C1)C(=NC=N2)NC3=CC=CC(=C3)C#C)OCCOC.Cl. Cell line: MCF7. Synergy scores: CSS=-7.20, Synergy_ZIP=4.70, Synergy_Bliss=3.69, Synergy_Loewe=-4.40, Synergy_HSA=-4.76. (2) Drug 1: CNC(=O)C1=NC=CC(=C1)OC2=CC=C(C=C2)NC(=O)NC3=CC(=C(C=C3)Cl)C(F)(F)F. Drug 2: C(CC(=O)O)C(=O)CN.Cl. Cell line: SNB-19. Synergy scores: CSS=7.70, Synergy_ZIP=-2.48, Synergy_Bliss=-1.78, Synergy_Loewe=-9.40, Synergy_HSA=-7.51. (3) Drug 1: C1CN(P(=O)(OC1)NCCCl)CCCl. Drug 2: CC12CCC3C(C1CCC2OP(=O)(O)O)CCC4=C3C=CC(=C4)OC(=O)N(CCCl)CCCl.[Na+]. Cell line: SR. Synergy scores: CSS=18.2, Synergy_ZIP=3.15, Synergy_Bliss=5.74, Synergy_Loewe=-11.5, Synergy_HSA=3.33. (4) Drug 1: CN1CCC(CC1)COC2=C(C=C3C(=C2)N=CN=C3NC4=C(C=C(C=C4)Br)F)OC. Drug 2: C1=CC=C(C(=C1)C(C2=CC=C(C=C2)Cl)C(Cl)Cl)Cl. Cell line: HCT-15. Synergy scores: CSS=14.2, Synergy_ZIP=-1.54, Synergy_Bliss=5.83, Synergy_Loewe=-2.43, Synergy_HSA=6.72. (5) Drug 1: CC1=C(C=C(C=C1)C(=O)NC2=CC(=CC(=C2)C(F)(F)F)N3C=C(N=C3)C)NC4=NC=CC(=N4)C5=CN=CC=C5. Drug 2: COCCOC1=C(C=C2C(=C1)C(=NC=N2)NC3=CC=CC(=C3)C#C)OCCOC.Cl. Cell line: M14. Synergy scores: CSS=-1.56, Synergy_ZIP=1.67, Synergy_Bliss=0.935, Synergy_Loewe=-1.94, Synergy_HSA=-1.82. (6) Drug 1: C1C(C(OC1N2C=NC3=C(N=C(N=C32)Cl)N)CO)O. Drug 2: N.N.Cl[Pt+2]Cl. Cell line: NCI-H460. Synergy scores: CSS=80.2, Synergy_ZIP=-0.239, Synergy_Bliss=-1.06, Synergy_Loewe=-0.657, Synergy_HSA=2.47. (7) Drug 1: CS(=O)(=O)C1=CC(=C(C=C1)C(=O)NC2=CC(=C(C=C2)Cl)C3=CC=CC=N3)Cl. Drug 2: CC1=C2C(C(=O)C3(C(CC4C(C3C(C(C2(C)C)(CC1OC(=O)C(C(C5=CC=CC=C5)NC(=O)C6=CC=CC=C6)O)O)OC(=O)C7=CC=CC=C7)(CO4)OC(=O)C)O)C)OC(=O)C. Cell line: MDA-MB-231. Synergy scores: CSS=48.6, Synergy_ZIP=8.32, Synergy_Bliss=8.58, Synergy_Loewe=-6.29, Synergy_HSA=10.0. (8) Drug 1: CC1=C2C(C(=O)C3(C(CC4C(C3C(C(C2(C)C)(CC1OC(=O)C(C(C5=CC=CC=C5)NC(=O)OC(C)(C)C)O)O)OC(=O)C6=CC=CC=C6)(CO4)OC(=O)C)O)C)O. Synergy scores: CSS=34.2, Synergy_ZIP=3.62, Synergy_Bliss=5.23, Synergy_Loewe=7.51, Synergy_HSA=8.11. Drug 2: C1CN(CCN1C(=O)CCBr)C(=O)CCBr. Cell line: SF-539.